Dataset: Catalyst prediction with 721,799 reactions and 888 catalyst types from USPTO. Task: Predict which catalyst facilitates the given reaction. (1) Reactant: [Cl:1][C:2]1[C:6]([Cl:7])=[C:5]([CH3:8])[NH:4][C:3]=1[C:9]([NH:11][CH:12]1[CH2:17][CH2:16][N:15]([C:18]2[S:19][C:20]([C:31]([O:33]C)=[O:32])=[C:21]([C:23]3[N:24](COC)[CH:25]=[CH:26][N:27]=3)[N:22]=2)[CH2:14]/[C:13]/1=[N:35]\[O:36][CH3:37])=[O:10].[Li+].[I-]. Product: [Cl:1][C:2]1[C:6]([Cl:7])=[C:5]([CH3:8])[NH:4][C:3]=1[C:9]([NH:11][CH:12]1[CH2:17][CH2:16][N:15]([C:18]2[S:19][C:20]([C:31]([OH:33])=[O:32])=[C:21]([C:23]3[NH:27][CH:26]=[CH:25][N:24]=3)[N:22]=2)[CH2:14]/[C:13]/1=[N:35]\[O:36][CH3:37])=[O:10]. The catalyst class is: 1. (2) Reactant: [C:1]([O:4][C:5]1[C:6]([CH3:19])=[C:7]2[C:12](=[C:13]([CH3:16])[C:14]=1[CH3:15])[O:11][C:10]([CH3:18])([CH3:17])[CH2:9][CH2:8]2)(=[O:3])[CH3:2].ClC1C(=O)C(C#N)=C(C#N)C(=O)C=1Cl. Product: [C:1]([O:4][C:5]1[C:6]([CH3:19])=[C:7]2[C:12](=[C:13]([CH3:16])[C:14]=1[CH3:15])[O:11][C:10]([CH3:18])([CH3:17])[CH:9]=[CH:8]2)(=[O:3])[CH3:2]. The catalyst class is: 11. (3) Reactant: CC[C@@H](C(C)C)CC[C@H]([C@@H]1[C@@]2(C)CC[C@@H]3[C@@]4(C)CC[C@H](O)CC4=CC[C@H]3[C@@H]2CC1)C.C[C@@H]([C@@H]1[C@@]2(C)CC[C@@H]3[C@@]4(C)CC[C@H](O)CC4=CC[C@H]3[C@@H]2CC1)CC[C@H](C(C)C)C.CC[C@@H](C(C)C)/C=C/[C@H]([C@@H]1[C@@]2(C)CC[C@@H]3[C@@]4(C)CC[C@H](O)CC4=CC[C@H]3[C@@H]2CC1)C.C[C@@H]([C@@H]1[C@@]2(C)CC[C@@H]3[C@@]4(C)CC[C@H](O)CC4=CC[C@H]3[C@@H]2CC1)/C=C/[C@@H](C(C)C)C.CCC(C(C)C)CCC(C1C2(C)CCC3C4(C)CCC(O)CC4CCC3C2CC1)C.O.[OH:150][CH:151]1[O:170][C@H:169]([CH2:171][OH:172])[C@@H:156]([O:157][C@@H:158]2[O:166][C@H:165]([CH2:167][OH:168])[C@H:163]([OH:164])[C@H:161]([OH:162])[C@H:159]2[OH:160])[C@H:154]([OH:155])[C@H:152]1[OH:153]. Product: [OH:150][CH:151]1[O:170][C@H:169]([CH2:171][OH:172])[C@@H:156]([O:157][C@@H:158]2[O:166][C@H:165]([CH2:167][OH:168])[C@H:163]([OH:164])[C@H:161]([OH:162])[C@H:159]2[OH:160])[C@H:154]([OH:155])[C@H:152]1[OH:153]. The catalyst class is: 21. (4) Reactant: Br[C:2]1[CH:10]=[C:9]([CH3:11])[C:8]2[N:7]([S:12]([C:15]3[CH:21]=[CH:20][C:18]([CH3:19])=[CH:17][CH:16]=3)(=[O:14])=[O:13])[CH:6]=[CH:5][C:4]=2[C:3]=1[C:22]#[N:23].[Zn](CC)[CH2:25][CH3:26]. Product: [CH2:25]([C:2]1[CH:10]=[C:9]([CH3:11])[C:8]2[N:7]([S:12]([C:15]3[CH:21]=[CH:20][C:18]([CH3:19])=[CH:17][CH:16]=3)(=[O:13])=[O:14])[CH:6]=[CH:5][C:4]=2[C:3]=1[C:22]#[N:23])[CH3:26]. The catalyst class is: 1. (5) Reactant: [OH:1][C:2]1[CH:3]=[C:4]([CH:15]=[C:16]([O:18][C@H:19]2[CH2:23][CH2:22][N:21]([CH3:24])[C:20]2=[O:25])[CH:17]=1)[C:5]([NH:7][C:8]1[CH:13]=[N:12][C:11]([CH3:14])=[CH:10][N:9]=1)=[O:6].[N:26]1([C:30]([C:32]2[N:33]=[CH:34][C:35](Cl)=[N:36][CH:37]=2)=[O:31])[CH2:29]C[CH2:27]1.C(=O)([O-])[O-].[K+].[K+]. Product: [CH3:27][N:26]([CH3:29])[C:30]([C:32]1[CH:37]=[N:36][C:35]([O:1][C:2]2[CH:3]=[C:4]([C:5](=[O:6])[NH:7][C:8]3[CH:13]=[N:12][C:11]([CH3:14])=[CH:10][N:9]=3)[CH:15]=[C:16]([O:18][C@H:19]3[CH2:23][CH2:22][N:21]([CH3:24])[C:20]3=[O:25])[CH:17]=2)=[CH:34][N:33]=1)=[O:31]. The catalyst class is: 10.